From a dataset of Forward reaction prediction with 1.9M reactions from USPTO patents (1976-2016). Predict the product of the given reaction. Given the reactants [NH2:1][C:2]1[CH:7]=[CH:6][C:5]([C@@H:8]2[CH2:10][C@H:9]2[C:11]([O:13]C)=[O:12])=[CH:4][CH:3]=1.[CH3:15][O:16]/[N:17]=[C:18](/[C:29]1[CH:34]=[CH:33][CH:32]=[CH:31][C:30]=1[CH3:35])\[CH2:19][O:20][C:21]1[CH:28]=[CH:27][C:24]([CH:25]=O)=[CH:23][CH:22]=1, predict the reaction product. The product is: [CH3:15][O:16]/[N:17]=[C:18](/[C:29]1[CH:34]=[CH:33][CH:32]=[CH:31][C:30]=1[CH3:35])\[CH2:19][O:20][C:21]1[CH:28]=[CH:27][C:24]([CH2:25][NH:1][C:2]2[CH:3]=[CH:4][C:5]([C@@H:8]3[CH2:10][C@H:9]3[C:11]([OH:13])=[O:12])=[CH:6][CH:7]=2)=[CH:23][CH:22]=1.